This data is from Forward reaction prediction with 1.9M reactions from USPTO patents (1976-2016). The task is: Predict the product of the given reaction. (1) Given the reactants C1(C(N2C3C(=CC(C4C=CC=CC=4)=CC=3)CCC2CN2CCN(C3C=CC=C4C=3C=CN4)CC2)=O)CCCCC1.Br[C:42]1[CH:43]=[C:44]2[C:49](=[CH:50][CH:51]=1)[N:48]([C:52]([CH:54]1[CH2:59][CH2:58][CH2:57][CH2:56][CH2:55]1)=[O:53])[CH:47]([CH2:60][N:61]1[CH2:66][CH2:65][N:64]([C:67]3[CH:72]=[CH:71][C:70]([F:73])=[CH:69][C:68]=3[O:74][CH3:75])[CH2:63][CH2:62]1)[CH2:46][CH2:45]2.[C:76]([C:79]1[S:83][C:82](B(O)O)=[CH:81][CH:80]=1)(=[O:78])[CH3:77], predict the reaction product. The product is: [C:76]([C:79]1[S:83][C:82]([C:42]2[CH:43]=[C:44]3[C:49](=[CH:50][CH:51]=2)[N:48]([C:52]([CH:54]2[CH2:59][CH2:58][CH2:57][CH2:56][CH2:55]2)=[O:53])[CH:47]([CH2:60][N:61]2[CH2:66][CH2:65][N:64]([C:67]4[CH:72]=[CH:71][C:70]([F:73])=[CH:69][C:68]=4[O:74][CH3:75])[CH2:63][CH2:62]2)[CH2:46][CH2:45]3)=[CH:81][CH:80]=1)(=[O:78])[CH3:77]. (2) Given the reactants [F:1][C:2]([F:30])([F:29])[C:3]([C:9]1[CH:14]=[C:13]([CH3:15])[C:12]([NH:16][C:17](=[O:27])[C:18]2[CH:23]=[CH:22][CH:21]=[C:20]([N+:24]([O-])=O)[CH:19]=2)=[C:11]([CH3:28])[CH:10]=1)([OH:8])[C:4]([F:7])([F:6])[F:5].Cl, predict the reaction product. The product is: [NH2:24][C:20]1[CH:19]=[C:18]([CH:23]=[CH:22][CH:21]=1)[C:17]([NH:16][C:12]1[C:13]([CH3:15])=[CH:14][C:9]([C:3]([OH:8])([C:2]([F:1])([F:29])[F:30])[C:4]([F:5])([F:6])[F:7])=[CH:10][C:11]=1[CH3:28])=[O:27]. (3) Given the reactants [Cl:1][C:2]1[C:3]([NH:15][CH:16]2[CH2:21][CH2:20][CH2:19][CH:18]([NH:22]C(=O)OC(C)(C)C)[CH2:17]2)=[N:4][C:5]([NH:8][C:9]2[CH:10]=[N:11][N:12]([CH3:14])[CH:13]=2)=[N:6][CH:7]=1.Cl.O1CCOCC1, predict the reaction product. The product is: [NH2:22][CH:18]1[CH2:19][CH2:20][CH2:21][CH:16]([NH:15][C:3]2[C:2]([Cl:1])=[CH:7][N:6]=[C:5]([NH:8][C:9]3[CH:10]=[N:11][N:12]([CH3:14])[CH:13]=3)[N:4]=2)[CH2:17]1. (4) Given the reactants Cl.[C:2]([C:4]1[CH:5]=[C:6]([CH:24]=[CH:25][CH:26]=1)[C:7]([NH:9][CH2:10][C:11]1[CH:16]=[N:15][C:14]([CH3:17])=[C:13]2[O:18]C(C)(C)[O:20][CH2:21][C:12]=12)=[O:8])#[N:3].[NH3:27].CO, predict the reaction product. The product is: [OH-:8].[NH4+:3].[C:2]([C:4]1[CH:5]=[C:6]([CH:24]=[CH:25][CH:26]=1)[C:7]([NH:9][CH2:10][C:11]1[CH:16]=[N:15][C:14]([CH3:17])=[C:13]([OH:18])[C:12]=1[CH2:21][OH:20])=[O:8])(=[NH:3])[NH2:27].[C:7]([NH2:9])(=[O:8])[C:6]1[CH:24]=[CH:25][CH:26]=[CH:4][CH:5]=1. (5) Given the reactants Cl[C:2]1[C:7]([Cl:8])=[C:6]([C:9]([F:12])([F:11])[F:10])[N:5]=[C:4]([NH2:13])[N:3]=1.[CH3:14][C@H:15]1[CH2:23][C:22]2[C:17](=[CH:18][C:19]([CH3:24])=[CH:20][CH:21]=2)[C@@H:16]1[NH2:25].C(=O)([O-])[O-].[K+].[K+], predict the reaction product. The product is: [Cl:8][C:7]1[C:2]([NH:25][C@H:16]2[C:17]3[C:22](=[CH:21][CH:20]=[C:19]([CH3:24])[CH:18]=3)[CH2:23][C@@H:15]2[CH3:14])=[N:3][C:4]([NH2:13])=[N:5][C:6]=1[C:9]([F:12])([F:11])[F:10].